Dataset: Full USPTO retrosynthesis dataset with 1.9M reactions from patents (1976-2016). Task: Predict the reactants needed to synthesize the given product. (1) Given the product [ClH:2].[Cl:2][C:3]1[CH:4]=[CH:5][C:6]([O:19][CH2:20][C:21]2[CH:26]=[CH:25][CH:24]=[CH:23][CH:22]=2)=[C:7]([CH2:9][C:10]2[S:11][CH:12]=[C:13]([C:15]3[NH:40][C:37]4[CH:38]=[CH:39][C:34]([N:31]5[CH2:30][CH2:29][N:28]([CH3:27])[CH2:33][CH2:32]5)=[CH:35][C:36]=4[N:18]=3)[N:14]=2)[CH:8]=1, predict the reactants needed to synthesize it. The reactants are: Cl.[Cl:2][C:3]1[CH:4]=[CH:5][C:6]([O:19][CH2:20][C:21]2[CH:26]=[CH:25][CH:24]=[CH:23][CH:22]=2)=[C:7]([CH2:9][C:10]2[S:11][CH:12]=[C:13]([C:15](=[NH:18])OC)[N:14]=2)[CH:8]=1.[CH3:27][N:28]1[CH2:33][CH2:32][N:31]([C:34]2[CH:35]=[C:36](N)[C:37]([NH2:40])=[CH:38][CH:39]=2)[CH2:30][CH2:29]1.Cl. (2) Given the product [Cl:32][C:14]1[N:13]=[CH:12][N:11]=[C:10]2[C:9]3[C:8](=[N:7][C:6]([N:18]([CH2:20][C:21]4[CH:26]=[CH:25][CH:24]=[CH:23][CH:22]=4)[CH3:19])=[C:5]4[CH2:27][O:28][C:2]([CH3:1])([CH3:29])[CH2:3][C:4]=34)[O:16][C:15]=12, predict the reactants needed to synthesize it. The reactants are: [CH3:1][C:2]1([CH3:29])[O:28][CH2:27][C:5]2=[C:6]([N:18]([CH2:20][C:21]3[CH:26]=[CH:25][CH:24]=[CH:23][CH:22]=3)[CH3:19])[N:7]=[C:8]3[O:16][C:15]4[C:14](=O)[NH:13][CH:12]=[N:11][C:10]=4[C:9]3=[C:4]2[CH2:3]1.P(Cl)(Cl)([Cl:32])=O. (3) Given the product [CH2:39]([O:10][C:11]1[CH:12]=[CH:13][C:14]2[C:15](=[O:38])[CH:16]3[C:33]4[C:28](=[CH:29][C:30]([O:36][CH3:37])=[C:31]([O:34][CH3:35])[CH:32]=4)[O:27][CH2:26][CH:17]3[O:18][C:19]=2[C:20]=1[CH2:21][CH:22]=[C:23]([CH3:25])[CH3:24])[C:40]1[CH:45]=[CH:44][CH:43]=[CH:42][CH:41]=1, predict the reactants needed to synthesize it. The reactants are: C(=O)([O-])[O-].[Cs+].[Cs+].C(#N)C.[OH:10][C:11]1[CH:12]=[CH:13][C:14]2[C:15](=[O:38])[C@H:16]3[C:33]4[C:28](=[CH:29][C:30]([O:36][CH3:37])=[C:31]([O:34][CH3:35])[CH:32]=4)[O:27][CH2:26][C@H:17]3[O:18][C:19]=2[C:20]=1[CH2:21][CH:22]=[C:23]([CH3:25])[CH3:24].[CH2:39](Br)[C:40]1[CH:45]=[CH:44][CH:43]=[CH:42][CH:41]=1. (4) Given the product [Cl:64][C:65]1[CH:77]=[CH:76][CH:75]=[CH:74][C:66]=1[O:67][CH:68]1[CH2:73][CH2:72][N:71]([C:25](=[O:27])[CH2:24][NH:23][C:21]([C:19]2[N:18]=[CH:17][N:16]([C:10]3[CH:11]=[CH:12][CH:13]=[CH:14][CH:15]=3)[CH:20]=2)=[O:22])[CH2:70][CH2:69]1, predict the reactants needed to synthesize it. The reactants are: CCN(C(C)C)C(C)C.[C:10]1([N:16]2[CH:20]=[C:19]([C:21]([NH:23][CH2:24][C:25]([OH:27])=O)=[O:22])[N:18]=[CH:17]2)[CH:15]=[CH:14][CH:13]=[CH:12][CH:11]=1.C1(N2C=C(C(O)=O)N=C2)C=CC=CC=1.C1C=CC2N(O)N=NC=2C=1.CCN=C=NCCCN(C)C.Cl.[Cl:64][C:65]1[CH:77]=[CH:76][CH:75]=[CH:74][C:66]=1[O:67][CH:68]1[CH2:73][CH2:72][NH:71][CH2:70][CH2:69]1. (5) Given the product [CH2:16]([N:11]1[C:12]2[C:7](=[C:6]([OH:24])[C:5]([C:3]([NH:25][CH2:26][C:27]([OH:29])=[O:28])=[O:4])=[N:14][C:13]=2[CH3:15])[CH2:8][CH2:9][C:10]1=[O:23])[C:17]1[CH:18]=[CH:19][CH:20]=[CH:21][CH:22]=1, predict the reactants needed to synthesize it. The reactants are: CO[C:3]([C:5]1[C:6]([OH:24])=[C:7]2[C:12](=[C:13]([CH3:15])[N:14]=1)[N:11]([CH2:16][C:17]1[CH:22]=[CH:21][CH:20]=[CH:19][CH:18]=1)[C:10](=[O:23])[CH2:9][CH2:8]2)=[O:4].[NH2:25][CH2:26][C:27]([OH:29])=[O:28].C[O-].[Na+]. (6) Given the product [F:23][C:20]1[CH:21]=[CH:22][C:17]([N+:14]([O-:16])=[O:15])=[C:18]([CH:19]=1)[O:24][CH:18]([CH3:19])[CH2:17][NH:14][C:1](=[O:2])[O:3][C:4]([CH3:5])([CH3:6])[CH3:7], predict the reactants needed to synthesize it. The reactants are: [C:1](CC(O)CCN)([O:3][C:4]([CH3:7])([CH3:6])[CH3:5])=[O:2].[N+:14]([C:17]1[CH:22]=[CH:21][C:20]([F:23])=[CH:19][C:18]=1[OH:24])([O-:16])=[O:15]. (7) Given the product [NH:1]1[CH2:5][CH2:4][N:52]=[C:51]1[C:50]1[CH:49]=[CH:48][C:47]([CH2:46][CH2:6][NH:7][C:8]([C:10]2[C:14]([Br:15])=[C:13]([NH:16][C:17](=[O:25])[C:18]3[CH:23]=[CH:22][CH:21]=[CH:20][C:19]=3[Cl:24])[N:12]([CH3:35])[N:11]=2)=[O:9])=[CH:54][CH:53]=1, predict the reactants needed to synthesize it. The reactants are: [NH:1]1[CH:5]=[CH:4]C=N1.[CH3:6][N:7]([C@@H](C1C=CC=CC=1)C)[C:8]([C:10]1[C:14]([Br:15])=[C:13]([NH:16][C:17](=[O:25])[C:18]2[CH:23]=[CH:22][CH:21]=[CH:20][C:19]=2[Cl:24])[NH:12][N:11]=1)=[O:9].Cl[C:35]1C=CC=CC=1C(Cl)=O.NC[CH2:46][C:47]1[CH:54]=[CH:53][C:50]([C:51]#[N:52])=[CH:49][CH:48]=1. (8) Given the product [CH3:13][O:14][C:15]1[CH:20]=[CH:19][C:18]([O:21][CH3:22])=[CH:17][C:16]=1[S:23]([NH:1][C:2]1[S:3][CH:4]=[C:5]([CH2:7][C:8]([O:10][CH2:11][CH3:12])=[O:9])[N:6]=1)(=[O:24])=[O:25], predict the reactants needed to synthesize it. The reactants are: [NH2:1][C:2]1[S:3][CH:4]=[C:5]([CH2:7][C:8]([O:10][CH2:11][CH3:12])=[O:9])[N:6]=1.[CH3:13][O:14][C:15]1[CH:20]=[CH:19][C:18]([O:21][CH3:22])=[CH:17][C:16]=1[S:23](Cl)(=[O:25])=[O:24]. (9) Given the product [F:1][C:2]1[CH:3]=[C:4]2[C:8](=[CH:9][C:10]=1[F:11])[NH:7][CH:6]=[C:5]2[I:14], predict the reactants needed to synthesize it. The reactants are: [F:1][C:2]1[CH:3]=[C:4]2[C:8](=[CH:9][C:10]=1[F:11])[NH:7][CH:6]=[CH:5]2.[OH-].[K+].[I:14]I.